From a dataset of Reaction yield outcomes from USPTO patents with 853,638 reactions. Predict the reaction yield, written as a fraction of the theoretical maximum amount of product (1.0 means a 100% yield; for example, 0.34 means a 34% yield). (1) The reactants are [NH2:1][C:2]1[CH:15]=[CH:14][C:13]2[C:12]3[C:7](=[CH:8][CH:9]=[CH:10][CH:11]=3)[CH:6]=[CH:5][C:4]=2[CH:3]=1.[BrH:16].O.N. The catalyst is O. The product is [NH2:1][C:2]1[CH:15]=[CH:14][C:13]2[C:12]3[C:7](=[CH:8][CH:9]=[CH:10][CH:11]=3)[CH:6]=[CH:5][C:4]=2[C:3]=1[Br:16]. The yield is 0.900. (2) The reactants are [NH2:1][CH:2]([CH2:11][CH3:12])[CH:3]([C:5]1[CH:6]=[N:7][CH:8]=[CH:9][CH:10]=1)[OH:4].[O:13]=[C:14](Cl)OC(Cl)(Cl)Cl. The catalyst is C(Cl)Cl. The product is [CH2:11]([CH:2]1[CH:3]([C:5]2[CH:6]=[N:7][CH:8]=[CH:9][CH:10]=2)[O:4][C:14](=[O:13])[NH:1]1)[CH3:12]. The yield is 0.580. (3) The reactants are C([Li])CCC.[C:6]([O:10][C:11]([N:13]1[CH:17]=[CH:16][CH2:15][CH2:14]1)=[O:12])([CH3:9])([CH3:8])[CH3:7].CN(C)[CH:20]=[O:21].[Cl-].[NH4+].[BH4-].[Na+]. The catalyst is O1CCCC1.CO.O. The product is [C:6]([O:10][C:11]([N:13]1[CH2:14][CH2:15][CH:16]=[C:17]1[CH2:20][OH:21])=[O:12])([CH3:9])([CH3:7])[CH3:8]. The yield is 0.590. (4) The yield is 0.0700. The reactants are [NH2:1][C:2]1[CH:3]=[C:4]2[C:9](=[C:10]([Cl:12])[CH:11]=1)[N:8]=[CH:7][C:6]([C:13]#[N:14])=[C:5]2[NH:15][C:16]1[CH:21]=[CH:20][C:19]([F:22])=[C:18]([Cl:23])[CH:17]=1.[NH:24]1[C:28]([CH:29]=O)=[N:27][N:26]=[N:25]1.[BH3-]C#N.[Na+]. The product is [Cl:12][C:10]1[CH:11]=[C:2]([NH:1][CH2:29][C:28]2[NH:27][N:26]=[N:25][N:24]=2)[CH:3]=[C:4]2[C:9]=1[N:8]=[CH:7][C:6]([C:13]#[N:14])=[C:5]2[NH:15][C:16]1[CH:21]=[CH:20][C:19]([F:22])=[C:18]([Cl:23])[CH:17]=1. The catalyst is CCO. (5) The reactants are [CH2:1]1[C@H:9]2[C@H:4]([CH2:5][NH:6][CH2:7][CH2:8]2)[CH2:3][N:2]1[C:10]([O:12][C:13]([CH3:16])([CH3:15])[CH3:14])=[O:11].CN1CCOCC1.[NH:24]1[C:28]2[CH:29]=[CH:30][C:31]([C:33](O)=[O:34])=[CH:32][C:27]=2[N:26]=[N:25]1.F[P-](F)(F)(F)(F)F.N1(OC(N(C)C)=[N+](C)C)C2N=CC=CC=2N=N1. The catalyst is CN(C)C=O. The product is [NH:24]1[C:28]2[CH:29]=[CH:30][C:31]([C:33]([N:6]3[CH2:7][CH2:8][C@H:9]4[CH2:1][N:2]([C:10]([O:12][C:13]([CH3:16])([CH3:15])[CH3:14])=[O:11])[CH2:3][C@H:4]4[CH2:5]3)=[O:34])=[CH:32][C:27]=2[N:26]=[N:25]1. The yield is 0.670. (6) The reactants are Br[C:2]1[CH:3]=[C:4]([NH:10][C:11]2[S:12][C:13]([CH2:16][CH3:17])=[N:14][N:15]=2)[C:5](=[O:9])[N:6]([CH3:8])[CH:7]=1.[C:18]([O:21][CH2:22][C:23]1[C:24]([N:38]2[CH2:49][CH2:48][N:47]3[C:40](=[CH:41][C:42]4[CH2:43][C:44]([CH3:51])([CH3:50])[CH2:45][C:46]=43)[C:39]2=[O:52])=[N:25][CH:26]=[CH:27][C:28]=1B1OC(C)(C)C(C)(C)O1)(=[O:20])[CH3:19].[O-]P([O-])([O-])=O.[K+].[K+].[K+].CC(O[Na])=O. The catalyst is C1C=CC(P(C2C=CC=CC=2)[C-]2C=CC=C2)=CC=1.C1C=CC(P(C2C=CC=CC=2)[C-]2C=CC=C2)=CC=1.Cl[Pd]Cl.[Fe+2].O.C(#N)C. The product is [C:18]([O:21][CH2:22][C:23]1[C:24]([N:38]2[CH2:49][CH2:48][N:47]3[C:40](=[CH:41][C:42]4[CH2:43][C:44]([CH3:51])([CH3:50])[CH2:45][C:46]=43)[C:39]2=[O:52])=[N:25][CH:26]=[CH:27][C:28]=1[C:2]1[CH:3]=[C:4]([NH:10][C:11]2[S:12][C:13]([CH2:16][CH3:17])=[N:14][N:15]=2)[C:5](=[O:9])[N:6]([CH3:8])[CH:7]=1)(=[O:20])[CH3:19]. The yield is 0.480. (7) The reactants are [CH3:1][C@H:2]1[CH2:7][C@@H:6]([C:8]([O:10][CH3:11])=[O:9])[CH2:5][CH2:4][N:3]1C(OCC1C=CC=CC=1)=O. The catalyst is C(O)C.[Pd]. The product is [CH3:1][C@H:2]1[CH2:7][C@@H:6]([C:8]([O:10][CH3:11])=[O:9])[CH2:5][CH2:4][NH:3]1. The yield is 0.960. (8) The reactants are [CH2:1]([O:8][C:9]1[CH:14]=[C:13]([O:15][CH2:16][CH2:17][O:18][CH3:19])[CH:12]=[CH:11][C:10]=1[CH2:20][CH2:21][C:22](OCC)=[O:23])[C:2]1[CH:7]=[CH:6][CH:5]=[CH:4][CH:3]=1.[H-].C([Al+]CC(C)C)C(C)C.CO. The catalyst is C1(C)C=CC=CC=1. The product is [CH2:1]([O:8][C:9]1[CH:14]=[C:13]([O:15][CH2:16][CH2:17][O:18][CH3:19])[CH:12]=[CH:11][C:10]=1[CH2:20][CH2:21][CH2:22][OH:23])[C:2]1[CH:3]=[CH:4][CH:5]=[CH:6][CH:7]=1. The yield is 0.780. (9) The reactants are Cl[C:2]1[C:7]([N+:8]([O-:10])=[O:9])=[CH:6][CH:5]=[CH:4][C:3]=1[CH3:11].[CH3:12][S:13][CH2:14][CH2:15][NH2:16].C(N(CC)C(C)C)(C)C. The catalyst is CN1CCCC1=O.C(OCC)(=O)C. The product is [CH3:11][C:3]1[CH:4]=[CH:5][CH:6]=[C:7]([N+:8]([O-:10])=[O:9])[C:2]=1[NH:16][CH2:15][CH2:14][S:13][CH3:12]. The yield is 0.770.